From a dataset of Catalyst prediction with 721,799 reactions and 888 catalyst types from USPTO. Predict which catalyst facilitates the given reaction. (1) Reactant: C[O:2][C:3]1[CH:8]=[CH:7][C:6]([C:9]2[S:10][CH:11]=[CH:12][N:13]=2)=[CH:5][CH:4]=1.B(Br)(Br)Br. The catalyst class is: 2. Product: [S:10]1[CH:11]=[CH:12][N:13]=[C:9]1[C:6]1[CH:7]=[CH:8][C:3]([OH:2])=[CH:4][CH:5]=1. (2) Reactant: [N+:1]([O-:4])([OH:3])=[O:2].[NH2:5][C@H:6]([C:13]([OH:15])=[O:14])[CH2:7][C:8]1[N:12]=[CH:11][NH:10][CH:9]=1.[N+:16]([O-:19])([OH:18])=[O:17].[NH2:20][C@H:21]([C:28]([OH:30])=[O:29])[CH2:22][C:23]1[N:27]=[CH:26][NH:25][CH:24]=1. Product: [N+:1]([O-:4])([OH:3])=[O:2].[N+:16]([O-:19])([OH:18])=[O:17].[NH2:5][C@H:6]([C:13]([OH:15])=[O:14])[CH2:7][C:8]1[N:12]=[CH:11][NH:10][CH:9]=1.[N+:1]([O-:4])([OH:3])=[O:2].[N+:1]([O-:4])([OH:3])=[O:2].[N+:1]([O-:4])([OH:3])=[O:2].[NH2:20][C@H:21]([C:28]([OH:30])=[O:29])[CH2:22][C:23]1[N:27]=[CH:26][NH:25][CH:24]=1. The catalyst class is: 6. (3) Reactant: [Br:1]Br.[OH:3][C:4]1[CH:5]=[C:6]2[C:11](=[CH:12][CH:13]=1)[CH:10]=[N:9][CH:8]=[CH:7]2.C(OCC)(=O)C. Product: [Br:1][C:5]1[C:4]([OH:3])=[CH:13][CH:12]=[C:11]2[C:6]=1[CH:7]=[CH:8][N:9]=[CH:10]2. The catalyst class is: 22. (4) Reactant: CS(O[CH:6]1[CH2:9][N:8]([C:10]2[S:11][CH:12]=[C:13]([C:15](=[O:36])[NH:16][CH:17]3[CH2:22][CH2:21][N:20]([C:23]([O:25][CH2:26][C:27]4[CH:32]=[CH:31][C:30]([N+:33]([O-:35])=[O:34])=[CH:29][CH:28]=4)=[O:24])[CH2:19][CH2:18]3)[N:14]=2)[CH2:7]1)(=O)=O.[C:37]([O-:40])(=[S:39])[CH3:38].[K+]. Product: [C:37]([S:39][CH:6]1[CH2:7][N:8]([C:10]2[S:11][CH:12]=[C:13]([C:15](=[O:36])[NH:16][CH:17]3[CH2:22][CH2:21][N:20]([C:23]([O:25][CH2:26][C:27]4[CH:32]=[CH:31][C:30]([N+:33]([O-:35])=[O:34])=[CH:29][CH:28]=4)=[O:24])[CH2:19][CH2:18]3)[N:14]=2)[CH2:9]1)(=[O:40])[CH3:38]. The catalyst class is: 9. (5) Reactant: [C:1]([O:5][C:6]([CH:8]1[CH2:13][CH2:12][N:11]([C:14]2[C:22]([C:23]#[N:24])=[CH:21][C:17]([C:18]([OH:20])=O)=[C:16]([CH2:25][N:26]3[CH2:31][CH2:30][CH2:29][CH2:28][C:27]3=[O:32])[N:15]=2)[CH2:10][CH2:9]1)=[O:7])([CH3:4])([CH3:3])[CH3:2].C(O)(=O)[CH2:34][C:35]([OH:37])=[O:36].[CH2:40]([K])[CH3:41].[Mg+2].[Cl-].[Cl-].Cl. Product: [C:23]([C:22]1[C:14]([N:11]2[CH2:12][CH2:13][CH:8]([C:6]([O:5][C:1]([CH3:3])([CH3:2])[CH3:4])=[O:7])[CH2:9][CH2:10]2)=[N:15][C:16]([CH2:25][N:26]2[CH2:31][CH2:30][CH2:29][CH2:28][C:27]2=[O:32])=[C:17]([C:18](=[O:20])[CH2:34][C:35]([O:37][CH2:40][CH3:41])=[O:36])[CH:21]=1)#[N:24]. The catalyst class is: 496. (6) The catalyst class is: 5. Product: [NH2:1][C:4]1[CH:18]=[CH:17][C:7]([CH2:8][N:9]2[CH2:10][CH2:11][S:12](=[O:16])(=[O:15])[CH2:13][CH2:14]2)=[CH:6][CH:5]=1. Reactant: [N+:1]([C:4]1[CH:18]=[CH:17][C:7]([CH2:8][N:9]2[CH2:14][CH2:13][S:12](=[O:16])(=[O:15])[CH2:11][CH2:10]2)=[CH:6][CH:5]=1)([O-])=O.C.O.NN. (7) Reactant: [N+:1]([C:4]1[CH:9]=[CH:8][C:7]([CH2:10][C:11](=[S:13])[NH2:12])=[CH:6][CH:5]=1)([O-:3])=[O:2].Br[CH2:15][C:16](=O)[CH2:17][CH3:18]. Product: [CH2:17]([C:16]1[N:12]=[C:11]([CH2:10][C:7]2[CH:6]=[CH:5][C:4]([N+:1]([O-:3])=[O:2])=[CH:9][CH:8]=2)[S:13][CH:15]=1)[CH3:18]. The catalyst class is: 8. (8) Reactant: C([O:4][C:5]1[C:6]([CH3:23])=[C:7]2[C:14]([NH2:15])=[C:13]([C:16]([O:18][C:19]([CH3:22])([CH3:21])[CH3:20])=[O:17])[S:12][C:8]2=[N:9][C:10]=1[CH3:11])(=O)C.[Li+].[OH-]. Product: [NH2:15][C:14]1[C:7]2[C:8](=[N:9][C:10]([CH3:11])=[C:5]([OH:4])[C:6]=2[CH3:23])[S:12][C:13]=1[C:16]([O:18][C:19]([CH3:22])([CH3:21])[CH3:20])=[O:17]. The catalyst class is: 5.